Dataset: Reaction yield outcomes from USPTO patents with 853,638 reactions. Task: Predict the reaction yield, written as a fraction of the theoretical maximum amount of product (1.0 means a 100% yield; for example, 0.34 means a 34% yield). (1) The yield is 0.530. The reactants are [Cl:1][C:2]1[C:3]2[C@H:10]([CH3:11])[CH2:9][CH2:8][C:4]=2[N:5]=[CH:6][N:7]=1.C1C=C(Cl)C=C(C(OO)=[O:20])C=1.[O-]S([O-])(=S)=O.[Na+].[Na+].C([O-])([O-])=O.[Na+].[Na+]. The catalyst is C(Cl)(Cl)Cl.O. The product is [Cl:1][C:2]1[N:7]=[CH:6][N+:5]([O-:20])=[C:4]2[CH2:8][CH2:9][C@@H:10]([CH3:11])[C:3]=12. (2) The reactants are [F:1][C:2]([F:16])([F:15])[C:3]1[O:7][N:6]=[C:5]([C:8]2[CH:9]=[C:10]([CH:12]=[CH:13][CH:14]=2)[NH2:11])[N:4]=1.[C:17]1([C:23]2[N:24]=[C:25]([N:28]3[CH2:32][CH2:31][CH:30]([C:33](O)=[O:34])[CH2:29]3)[S:26][CH:27]=2)[CH:22]=[CH:21][CH:20]=[CH:19][CH:18]=1. No catalyst specified. The product is [C:17]1([C:23]2[N:24]=[C:25]([N:28]3[CH2:32][CH2:31][CH:30]([C:33]([NH:11][C:10]4[CH:12]=[CH:13][CH:14]=[C:8]([C:5]5[N:4]=[C:3]([C:2]([F:15])([F:1])[F:16])[O:7][N:6]=5)[CH:9]=4)=[O:34])[CH2:29]3)[S:26][CH:27]=2)[CH:18]=[CH:19][CH:20]=[CH:21][CH:22]=1. The yield is 0.280. (3) The reactants are [Br:1][C:2]1[C:3]([C:9]([OH:11])=O)=[C:4]([CH:6]=[CH:7][CH:8]=1)[NH2:5].[N:12]([O-])=O.[Na+].[O-]S([O-])=O.[Na+].[Na+]. The catalyst is O.Cl. The product is [Br:1][C:2]1[CH:8]=[CH:7][CH:6]=[C:4]2[C:3]=1[C:9]([OH:11])=[N:12][NH:5]2. The yield is 0.490. (4) The reactants are [Br:1]C1C=CC(OC2C=CC=CC=2NS(C2C=CC(C(O)=O)=CC=2)(=O)=O)=C([Cl:28])C=1.FC(F)(F)C(O)=O.[Cl:36][C:37]1[CH:75]=[C:74](Cl)[CH:73]=[CH:72][C:38]=1[O:39][C:40]1[CH:45]=[CH:44][CH:43]=[CH:42][C:41]=1[NH:46][S:47]([C:50]1[CH:71]=[CH:70][C:53]([C:54]([N:56]([CH2:58][C:59]2[CH:64]=[CH:63][C:62]([C:65]3N[CH2:67][CH2:68][N:69]=3)=CC=2)C)=[O:55])=[CH:52][CH:51]=1)(=[O:49])=[O:48].CN(C(ON1N=NC2C=CC=CC1=2)=[N+](C)C)C.F[P-](F)(F)(F)(F)F.C(N(CC)CC)C. The catalyst is ClCCl. The product is [ClH:28].[Br:1][C:74]1[CH:73]=[CH:72][C:38]([O:39][C:40]2[CH:45]=[CH:44][CH:43]=[CH:42][C:41]=2[NH:46][S:47]([C:50]2[CH:71]=[CH:70][C:53]([C:54]([NH:56][CH2:58][CH2:59][CH2:64][CH:63]3[CH2:67][CH2:68][NH:69][CH2:65][CH2:62]3)=[O:55])=[CH:52][CH:51]=2)(=[O:49])=[O:48])=[C:37]([Cl:36])[CH:75]=1. The yield is 0.640. (5) The reactants are C(NC1C=[C:12]([CH:51]=C(C)C=1)[C:13]([NH:15][C@@H:16]([CH2:42][C:43]1[CH:48]=[C:47]([F:49])[CH:46]=[C:45]([F:50])[CH:44]=1)[C@@H:17]([C@H:26]1[CH2:30][C@@H:29]([O:31][CH2:32][CH2:33][CH3:34])[CH2:28][N:27]1C(OC(C)(C)C)=O)[O:18][Si](C(C)(C)C)(C)C)=[O:14])(=O)C1C=CC=CC=1.[Si](O[C@H]([C@H]1C[C@@H](OCCC)CN1C(OC(C)(C)C)=O)[C@@H](NC(=O)C1C=[C:80]([C:82]2[O:83][CH:84]=[CH:85][N:86]=2)[CH:79]=[C:78]([C:87]([N:89]2[CH2:93][CH2:92][CH2:91][C@@H:90]2[CH2:94][O:95][CH3:96])=[O:88])[CH:77]=1)CC1C=C(F)C=C(F)C=1)(C(C)(C)C)(C)C.COC[C@H]1CCCN1C(C1C=C(C=C(C2OC=CN=2)C=1)C(O)=O)=O.CCN(C(C)C)C(C)C.CN(C(ON1N=NC2C=CC=NC1=2)=[N+](C)C)C.F[P-](F)(F)(F)(F)F. The catalyst is ClCCl. The product is [F:49][C:47]1[CH:48]=[C:43]([CH2:42][C@H:16]([NH:15][C:13](=[O:14])[C:12]2[CH:51]=[C:80]([C:82]3[O:83][CH:84]=[CH:85][N:86]=3)[CH:79]=[C:78]([C:87]([N:89]3[CH2:93][CH2:92][CH2:91][C@@H:90]3[CH2:94][O:95][CH3:96])=[O:88])[CH:77]=2)[C@H:17]([OH:18])[C@H:26]2[CH2:30][C@@H:29]([O:31][CH2:32][CH2:33][CH3:34])[CH2:28][NH:27]2)[CH:44]=[C:45]([F:50])[CH:46]=1. The yield is 0.700. (6) The reactants are [CH3:1][CH:2]([CH3:15])[CH2:3][CH2:4][NH:5][CH2:6][C:7]1[S:11][C:10](B(O)O)=[CH:9][CH:8]=1.Br[C:17]1[CH:18]=[C:19]2[C:23](=[C:24]([C:26]([NH2:28])=[O:27])[CH:25]=1)[NH:22][CH:21]=[C:20]2[CH:29]1[CH2:34][CH2:33][N:32]([S:35]([CH2:38][CH3:39])(=[O:37])=[O:36])[CH2:31][CH2:30]1.C([O-])([O-])=O.[K+].[K+]. The catalyst is C1C=CC([P]([Pd]([P](C2C=CC=CC=2)(C2C=CC=CC=2)C2C=CC=CC=2)([P](C2C=CC=CC=2)(C2C=CC=CC=2)C2C=CC=CC=2)[P](C2C=CC=CC=2)(C2C=CC=CC=2)C2C=CC=CC=2)(C2C=CC=CC=2)C2C=CC=CC=2)=CC=1. The product is [CH2:38]([S:35]([N:32]1[CH2:31][CH2:30][CH:29]([C:20]2[C:19]3[C:23](=[C:24]([C:26]([NH2:28])=[O:27])[CH:25]=[C:17]([C:10]4[S:11][C:7]([CH2:6][NH:5][CH2:4][CH2:3][CH:2]([CH3:15])[CH3:1])=[CH:8][CH:9]=4)[CH:18]=3)[NH:22][CH:21]=2)[CH2:34][CH2:33]1)(=[O:37])=[O:36])[CH3:39]. The yield is 0.370.